From a dataset of NCI-60 drug combinations with 297,098 pairs across 59 cell lines. Regression. Given two drug SMILES strings and cell line genomic features, predict the synergy score measuring deviation from expected non-interaction effect. Drug 1: CC1C(C(CC(O1)OC2CC(CC3=C2C(=C4C(=C3O)C(=O)C5=C(C4=O)C(=CC=C5)OC)O)(C(=O)C)O)N)O.Cl. Drug 2: CN(C)C1=NC(=NC(=N1)N(C)C)N(C)C. Cell line: HCT-15. Synergy scores: CSS=6.81, Synergy_ZIP=-2.51, Synergy_Bliss=-2.59, Synergy_Loewe=-22.1, Synergy_HSA=-6.03.